This data is from Reaction yield outcomes from USPTO patents with 853,638 reactions. The task is: Predict the reaction yield, written as a fraction of the theoretical maximum amount of product (1.0 means a 100% yield; for example, 0.34 means a 34% yield). (1) The reactants are [C:1]1([OH:7])[CH:6]=[CH:5][CH:4]=[CH:3][CH:2]=1.[H-].[Na+].[F:10][C:11]1[CH:16]=[CH:15][C:14]([C:17]2[C:24](=[O:25])[N:20]3[CH2:21][CH2:22][CH2:23][N:19]3[C:18]=2[C:26]2[CH:31]=[CH:30][N:29]=[C:28](S(C)(=O)=O)[N:27]=2)=[CH:13][CH:12]=1. The catalyst is C1COCC1.C([O-])(O)=O.[Na+]. The product is [F:10][C:11]1[CH:16]=[CH:15][C:14]([C:17]2[C:24](=[O:25])[N:20]3[CH2:21][CH2:22][CH2:23][N:19]3[C:18]=2[C:26]2[CH:31]=[CH:30][N:29]=[C:28]([O:7][C:1]3[CH:6]=[CH:5][CH:4]=[CH:3][CH:2]=3)[N:27]=2)=[CH:13][CH:12]=1. The yield is 0.380. (2) The reactants are [CH3:1][S:2]([NH:5][C:6]1[CH:21]=[CH:20][C:9]2[NH:10][C:11]([CH2:16][C:17]([OH:19])=O)=[N:12][S:13](=[O:15])(=[O:14])[C:8]=2[CH:7]=1)(=[O:4])=[O:3].Cl.CN(C)CCCN=C=NCC.CN1CCOCC1.C([O:43][C:44]([C@H:46]1[C@@H:51]([NH:52][CH2:53][CH:54]([CH3:56])[CH3:55])[C@H:50]2[CH2:57][C@@H:47]1[CH2:48][CH2:49]2)=O)C.[O-]CC.[Na+].C(O)C. The catalyst is CN(C)C=O. The product is [OH:43][C:44]1[C@H:46]2[C@H:51]([C@H:50]3[CH2:57][C@@H:47]2[CH2:48][CH2:49]3)[N:52]([CH2:53][CH:54]([CH3:56])[CH3:55])[C:17](=[O:19])[C:16]=1[C:11]1[NH:10][C:9]2[CH:20]=[CH:21][C:6]([NH:5][S:2]([CH3:1])(=[O:3])=[O:4])=[CH:7][C:8]=2[S:13](=[O:15])(=[O:14])[N:12]=1. The yield is 0.200. (3) The reactants are [C:1]([O:5][C:6]([N:8]1[CH2:12][CH2:11][CH2:10][C@@H:9]1[C:13](=O)[NH2:14])=[O:7])([CH3:4])([CH3:3])[CH3:2].N1C(Cl)=NC(Cl)=NC=1Cl. The catalyst is CN(C=O)C. The product is [C:1]([O:5][C:6]([N:8]1[CH2:12][CH2:11][CH2:10][C@@H:9]1[C:13]#[N:14])=[O:7])([CH3:4])([CH3:2])[CH3:3]. The yield is 0.840. (4) The reactants are Br[C:2]1[C:6]2[CH2:7][N:8]([C:11]([NH:13][C:14]3[CH:19]=[CH:18][CH:17]=[C:16]([Cl:20])[CH:15]=3)=[O:12])[CH2:9][CH2:10][C:5]=2[NH:4][N:3]=1.[S:21]1[CH:25]=[CH:24][C:23](B(O)O)=[CH:22]1.C([O-])([O-])=O.[Na+].[Na+]. The catalyst is O1CCOCC1.O.C1C=CC(P(C2C=CC=CC=2)[C-]2C=CC=C2)=CC=1.C1C=CC(P(C2C=CC=CC=2)[C-]2C=CC=C2)=CC=1.Cl[Pd]Cl.[Fe+2]. The product is [Cl:20][C:16]1[CH:15]=[C:14]([NH:13][C:11]([N:8]2[CH2:9][CH2:10][C:5]3[NH:4][N:3]=[C:2]([C:23]4[CH:24]=[CH:25][S:21][CH:22]=4)[C:6]=3[CH2:7]2)=[O:12])[CH:19]=[CH:18][CH:17]=1. The yield is 0.196.